This data is from Full USPTO retrosynthesis dataset with 1.9M reactions from patents (1976-2016). The task is: Predict the reactants needed to synthesize the given product. (1) Given the product [CH:7]([OH:8])=[O:6].[Cl:44][C:45]1[CH:55]=[CH:54][CH:53]=[CH:52][C:46]=1[CH2:47][N:48]([CH:49]1[CH2:50][CH2:51]1)[C:36]([C:15]1[CH:14]2[NH:9][CH:10]([CH2:17][C:16]=1[C:18]1[CH:23]=[CH:22][C:21]([O:24][CH2:25][CH2:26][O:27][C:28]3[CH:33]=[C:32]([F:34])[CH:31]=[CH:30][C:29]=3[Cl:35])=[CH:20][CH:19]=1)[CH2:11][N:12]([C:39](=[O:41])[CH3:40])[CH2:13]2)=[O:37], predict the reactants needed to synthesize it. The reactants are: ClC(Cl)(Cl)C([O:6][C:7]([N:9]1[CH:14]2[C:15]([C:36](O)=[O:37])=[C:16]([C:18]3[CH:23]=[CH:22][C:21]([O:24][CH2:25][CH2:26][O:27][C:28]4[CH:33]=[C:32]([F:34])[CH:31]=[CH:30][C:29]=4[Cl:35])=[CH:20][CH:19]=3)[CH2:17][CH:10]1[CH2:11][N:12]([C:39](=[O:41])[CH3:40])[CH2:13]2)=[O:8])(C)C.[Cl:44][C:45]1[CH:55]=[CH:54][CH:53]=[CH:52][C:46]=1[CH2:47][NH:48][CH:49]1[CH2:51][CH2:50]1. (2) The reactants are: [N:1]([C:4]([CH3:15])([CH3:14])[CH2:5][C:6]([NH:8][CH2:9][C:10]([F:13])([F:12])[F:11])=O)=[N+]=[N-].[H-].[H-].[H-].[H-].[Li+].[Al+3].O.[OH-].[Na+]. Given the product [CH3:15][C:4]([NH2:1])([CH3:14])[CH2:5][CH2:6][NH:8][CH2:9][C:10]([F:11])([F:12])[F:13], predict the reactants needed to synthesize it. (3) Given the product [C:1]([O:5][C:6]([N:8]1[CH2:17][CH2:16][C:15]2[C@:10]([CH2:28][O:29][CH3:31])([CH2:11][C:12]3[CH:20]=[N:19][N:18]([C:21]4[CH:26]=[CH:25][C:24]([F:27])=[CH:23][CH:22]=4)[C:13]=3[CH:14]=2)[CH2:9]1)=[O:7])([CH3:4])([CH3:3])[CH3:2], predict the reactants needed to synthesize it. The reactants are: [C:1]([O:5][C:6]([N:8]1[CH2:17][CH2:16][C:15]2[C@:10]([CH2:28][OH:29])([CH2:11][C:12]3[CH:20]=[N:19][N:18]([C:21]4[CH:26]=[CH:25][C:24]([F:27])=[CH:23][CH:22]=4)[C:13]=3[CH:14]=2)[CH2:9]1)=[O:7])([CH3:4])([CH3:3])[CH3:2].I[CH3:31]. (4) Given the product [C:1]([C:5]1[CH:9]=[C:8]([NH:10][C:11]([NH:13][C:14]2[C:23]3[C:18](=[CH:19][CH:20]=[CH:21][CH:22]=3)[C:17]([O:24][C:25]3[CH:30]=[CH:29][N:28]=[C:27]([N:43]([CH3:42])[C:44]4[CH:49]=[CH:48][CH:47]=[CH:46][CH:45]=4)[N:26]=3)=[CH:16][CH:15]=2)=[O:12])[N:7]([C:32]2[CH:37]=[CH:36][C:35]([P:38]([CH3:41])([CH3:40])=[O:39])=[CH:34][CH:33]=2)[N:6]=1)([CH3:4])([CH3:3])[CH3:2], predict the reactants needed to synthesize it. The reactants are: [C:1]([C:5]1[CH:9]=[C:8]([NH:10][C:11]([NH:13][C:14]2[C:23]3[C:18](=[CH:19][CH:20]=[CH:21][CH:22]=3)[C:17]([O:24][C:25]3[CH:30]=[CH:29][N:28]=[C:27](Cl)[N:26]=3)=[CH:16][CH:15]=2)=[O:12])[N:7]([C:32]2[CH:37]=[CH:36][C:35]([P:38]([CH3:41])([CH3:40])=[O:39])=[CH:34][CH:33]=2)[N:6]=1)([CH3:4])([CH3:3])[CH3:2].[CH3:42][NH:43][C:44]1[CH:49]=[CH:48][CH:47]=[CH:46][CH:45]=1.CN(C=O)C. (5) Given the product [CH:1]1([CH2:7][CH2:8][CH2:9][C@@H:10]([C:16]2[O:20][N:19]=[C:18]([C:21]3[CH:26]=[N:25][C:24]([N:27]4[CH2:28][CH2:29][NH:30][CH2:31][CH2:32]4)=[CH:23][CH:22]=3)[N:17]=2)[CH2:11][C:12]([NH:14][OH:15])=[O:13])[CH2:6][CH2:5][CH2:4][CH2:3][CH2:2]1, predict the reactants needed to synthesize it. The reactants are: [CH:1]1([CH2:7][CH2:8][CH2:9][C@@H:10]([C:16]2[O:20][N:19]=[C:18]([C:21]3[CH:22]=[CH:23][C:24]([N:27]4[CH2:32][CH2:31][N:30](C(OC(C)(C)C)=O)[CH2:29][CH2:28]4)=[N:25][CH:26]=3)[N:17]=2)[CH2:11][C:12]([NH:14][OH:15])=[O:13])[CH2:6][CH2:5][CH2:4][CH2:3][CH2:2]1.FC(F)(F)C(O)=O.